Dataset: TCR-epitope binding with 47,182 pairs between 192 epitopes and 23,139 TCRs. Task: Binary Classification. Given a T-cell receptor sequence (or CDR3 region) and an epitope sequence, predict whether binding occurs between them. (1) The epitope is FLNGSCGSV. The TCR CDR3 sequence is CASSLVLSYEQYF. Result: 1 (the TCR binds to the epitope). (2) The epitope is GTHWFVTQR. The TCR CDR3 sequence is CASSLARNYGYTF. Result: 0 (the TCR does not bind to the epitope). (3) The epitope is YVLDHLIVV. The TCR CDR3 sequence is CASSSRGLAQYF. Result: 0 (the TCR does not bind to the epitope). (4) The epitope is ELAGIGILTV. The TCR CDR3 sequence is CASSPTGGAETQYF. Result: 1 (the TCR binds to the epitope). (5) The epitope is PKYVKQNTLKLAT. The TCR CDR3 sequence is CASSRTRDSNQPQHF. Result: 0 (the TCR does not bind to the epitope). (6) The epitope is YLDAYNMMI. The TCR CDR3 sequence is CATSDLDGTSGSYNEQFF. Result: 1 (the TCR binds to the epitope). (7) Result: 0 (the TCR does not bind to the epitope). The epitope is SEVGPEHSLAEY. The TCR CDR3 sequence is CASSLVAGADEAFF.